From a dataset of TCR-epitope binding with 47,182 pairs between 192 epitopes and 23,139 TCRs. Binary Classification. Given a T-cell receptor sequence (or CDR3 region) and an epitope sequence, predict whether binding occurs between them. (1) The epitope is DRFYKTLRAEQASQEV. The TCR CDR3 sequence is CASSLRGTGPDEKLFF. Result: 0 (the TCR does not bind to the epitope). (2) The epitope is EIYKRWII. The TCR CDR3 sequence is CASSEGQGTTYEQYF. Result: 1 (the TCR binds to the epitope).